From a dataset of Peptide-MHC class I binding affinity with 185,985 pairs from IEDB/IMGT. Regression. Given a peptide amino acid sequence and an MHC pseudo amino acid sequence, predict their binding affinity value. This is MHC class I binding data. (1) The peptide sequence is LLKTRFRGL. The MHC is HLA-A11:01 with pseudo-sequence HLA-A11:01. The binding affinity (normalized) is 0.0847. (2) The peptide sequence is VTFKVPHAK. The MHC is HLA-A68:01 with pseudo-sequence HLA-A68:01. The binding affinity (normalized) is 0.521. (3) The peptide sequence is TAAAWYLWEV. The MHC is HLA-A68:02 with pseudo-sequence HLA-A68:02. The binding affinity (normalized) is 0.870. (4) The peptide sequence is EVIEQWHSL. The MHC is HLA-B15:01 with pseudo-sequence HLA-B15:01. The binding affinity (normalized) is 0.0847. (5) The peptide sequence is YINMAWNLV. The MHC is HLA-A02:06 with pseudo-sequence HLA-A02:06. The binding affinity (normalized) is 1.00. (6) The peptide sequence is MRTDMLQNMF. The MHC is Mamu-B17 with pseudo-sequence Mamu-B17. The binding affinity (normalized) is 0.368. (7) The peptide sequence is KQNMRIRSK. The MHC is HLA-B27:03 with pseudo-sequence HLA-B27:03. The binding affinity (normalized) is 0.0847. (8) The peptide sequence is KALETDVPA. The MHC is HLA-A02:01 with pseudo-sequence HLA-A02:01. The binding affinity (normalized) is 0.0130. (9) The peptide sequence is GLKGPDIYKGV. The MHC is H-2-Db with pseudo-sequence H-2-Db. The binding affinity (normalized) is 0. (10) The peptide sequence is SIKMIYDLNA. The MHC is Mamu-B01 with pseudo-sequence Mamu-B01. The binding affinity (normalized) is 0.